From a dataset of Full USPTO retrosynthesis dataset with 1.9M reactions from patents (1976-2016). Predict the reactants needed to synthesize the given product. Given the product [CH3:1][O:2][C:3]1[CH:8]=[CH:7][C:6]([NH:9][C:10]2[C:11](=[S:33])[N:12]([CH3:22])[C:13](=[O:21])[C:14]=2[C:15]2[CH:20]=[CH:19][CH:18]=[CH:17][CH:16]=2)=[CH:5][CH:4]=1, predict the reactants needed to synthesize it. The reactants are: [CH3:1][O:2][C:3]1[CH:8]=[CH:7][C:6]([NH:9][C:10]2[C:11](=O)[N:12]([CH3:22])[C:13](=[O:21])[C:14]=2[C:15]2[CH:20]=[CH:19][CH:18]=[CH:17][CH:16]=2)=[CH:5][CH:4]=1.COC1C=CC(P2(SP(C3C=CC(OC)=CC=3)(=S)S2)=[S:33])=CC=1.